Dataset: Reaction yield outcomes from USPTO patents with 853,638 reactions. Task: Predict the reaction yield, written as a fraction of the theoretical maximum amount of product (1.0 means a 100% yield; for example, 0.34 means a 34% yield). (1) The reactants are [C:1]([O:5][C:6](=[O:22])[NH:7][C@H:8]([C:15]1[CH:20]=[CH:19][CH:18]=[C:17]([OH:21])[CH:16]=1)[C:9]1[CH:14]=[CH:13][CH:12]=[CH:11][CH:10]=1)([CH3:4])([CH3:3])[CH3:2].C(=O)([O-])[O-].[Cs+].[Cs+].Br[CH2:30][CH2:31][O:32][C:33]1[CH:38]=[CH:37][C:36]([CH:39]=[O:40])=[CH:35][CH:34]=1. The catalyst is CN(C=O)C.O. The product is [C:1]([O:5][C:6](=[O:22])[NH:7][C@H:8]([C:15]1[CH:20]=[CH:19][CH:18]=[C:17]([O:21][CH2:30][CH2:31][O:32][C:33]2[CH:38]=[CH:37][C:36]([CH:39]=[O:40])=[CH:35][CH:34]=2)[CH:16]=1)[C:9]1[CH:14]=[CH:13][CH:12]=[CH:11][CH:10]=1)([CH3:4])([CH3:2])[CH3:3]. The yield is 0.610. (2) The reactants are [NH2:1][C:2]1[N:7]=[CH:6][C:5]([C:8]2[N:17]=[C:16]([NH:18][CH2:19][CH:20]([C:27]3[CH:32]=[CH:31][CH:30]=[CH:29][CH:28]=3)[C:21]3[CH:26]=[CH:25][CH:24]=[CH:23][N:22]=3)[C:15]3[C:10](=[CH:11][CH:12]=[CH:13][CH:14]=3)[N:9]=2)=[CH:4][N:3]=1.Cl[CH2:34][CH:35]=O. The catalyst is C(O)C. The product is [N:1]1[CH:34]=[CH:35][N:7]2[CH:6]=[C:5]([C:8]3[N:17]=[C:16]([NH:18][CH2:19][CH:20]([C:27]4[CH:32]=[CH:31][CH:30]=[CH:29][CH:28]=4)[C:21]4[CH:26]=[CH:25][CH:24]=[CH:23][N:22]=4)[C:15]4[C:10](=[CH:11][CH:12]=[CH:13][CH:14]=4)[N:9]=3)[CH:4]=[N:3][C:2]=12. The yield is 0.300. (3) The yield is 0.690. The catalyst is C1COCC1.CN(C1C=CN=CC=1)C. The reactants are [C:9](O[C:9]([O:11][C:12]([CH3:15])([CH3:14])[CH3:13])=[O:10])([O:11][C:12]([CH3:15])([CH3:14])[CH3:13])=[O:10].[Br:16][C:17]1[CH:18]=[CH:19][C:20]2[NH:21][C:22]3[C:27]([C:28]=2[CH:29]=1)=[CH:26][CH:25]=[CH:24][CH:23]=3.O. The product is [Br:16][C:17]1[CH:18]=[CH:19][C:20]2[N:21]([C:9]([O:11][C:12]([CH3:13])([CH3:14])[CH3:15])=[O:10])[C:22]3[C:27]([C:28]=2[CH:29]=1)=[CH:26][CH:25]=[CH:24][CH:23]=3. (4) The catalyst is CN(C=O)C. The product is [NH2:14][C:13]1[CH:15]=[CH:16][C:10]([Br:9])=[CH:11][C:12]=1/[C:3](/[CH3:4])=[CH:2]\[C:1]([O:6][CH2:7][CH3:8])=[O:5]. The reactants are [C:1]([O:6][CH2:7][CH3:8])(=[O:5])/[CH:2]=[CH:3]/[CH3:4].[Br:9][C:10]1[CH:16]=[CH:15][C:13]([NH2:14])=[C:12](I)[CH:11]=1.CCN(C(C)C)C(C)C.O. The yield is 0.400.